Dataset: Forward reaction prediction with 1.9M reactions from USPTO patents (1976-2016). Task: Predict the product of the given reaction. (1) The product is: [C:13]([C:10]1[CH:11]=[CH:12][C:7](/[CH:37]=[CH:36]/[C:35]([O:39][CH3:40])=[O:38])=[C:8]([O:15][CH3:16])[CH:9]=1)#[N:14]. Given the reactants FC(F)(F)S(O[C:7]1[CH:12]=[CH:11][C:10]([C:13]#[N:14])=[CH:9][C:8]=1[O:15][CH3:16])(=O)=O.C(=O)([O-])[O-].[Na+].[Na+].P(OCC)(OCC)OCC.[C:35]([O:39][CH3:40])(=[O:38])[CH:36]=[CH2:37], predict the reaction product. (2) The product is: [N:23]1[N:22]([CH2:21][C:20]2[CH:27]=[C:28]([Cl:31])[CH:29]=[CH:30][C:19]=2/[CH:16]=[CH:15]/[C:14]([N:11]2[CH2:12][CH2:13][CH:8]([CH2:7][C:5]3[O:6][C:2]([CH3:1])=[N:3][N:4]=3)[CH2:9][CH2:10]2)=[O:17])[N:26]=[CH:25][CH:24]=1. Given the reactants [CH3:1][C:2]1[O:6][C:5]([CH2:7][CH:8]2[CH2:13][CH2:12][N:11]([C:14](=[O:17])[CH:15]=[CH2:16])[CH2:10][CH2:9]2)=[N:4][N:3]=1.Br[C:19]1[CH:30]=[CH:29][C:28]([Cl:31])=[CH:27][C:20]=1[CH2:21][N:22]1[N:26]=[CH:25][CH:24]=[N:23]1.C1(C)C=CC=CC=1P(C1C=CC=CC=1C)C1C=CC=CC=1C.O, predict the reaction product. (3) Given the reactants C(NC1SC(S(NC2C=CC(CC([NH:24][C:25]3[C:26](=[O:45])[N:27]([CH2:37][C:38]4[CH:43]=[CH:42][CH:41]=[CH:40][C:39]=4[F:44])[C:28](=[O:36])[N:29]([CH2:32][CH:33]4[CH2:35][CH2:34]4)[C:30]=3[NH2:31])=O)=CC=2)(=O)=O)=C(C)N=1)(=O)C.[Cl:46][C:47]1[N:51]([CH3:52])[N:50]=[C:49]([CH3:53])[C:48]=1[S:54]([NH:57][C:58]1[CH:59]=[CH:60][C:61]([CH2:64][C:65]([OH:67])=O)=[N:62][CH:63]=1)(=[O:56])=[O:55].NC1C(=O)N(CC2C=CC=CC=2F)C(=O)N(CCCC)C=1N, predict the reaction product. The product is: [NH2:31][C:30]1[N:29]([CH2:32][CH2:33][CH2:34][CH3:35])[C:28](=[O:36])[N:27]([CH2:37][C:38]2[CH:43]=[CH:42][CH:41]=[CH:40][C:39]=2[F:44])[C:26](=[O:45])[C:25]=1[NH:24][C:65](=[O:67])[CH2:64][C:61]1[CH:60]=[CH:59][C:58]([NH:57][S:54]([C:48]2[C:49]([CH3:53])=[N:50][N:51]([CH3:52])[C:47]=2[Cl:46])(=[O:55])=[O:56])=[CH:63][N:62]=1. (4) Given the reactants [CH3:1][O:2][C:3]1[N:8]=[C:7](S(C)(=O)=O)[N:6]=[C:5]([NH:13][C@@H:14]2[CH2:19][CH2:18][CH2:17][N:16]([C:20]([O:22][C:23]([CH3:26])([CH3:25])[CH3:24])=[O:21])[CH2:15]2)[CH:4]=1.[NH:27]1[CH2:32][CH2:31][O:30][CH2:29][CH2:28]1, predict the reaction product. The product is: [CH3:1][O:2][C:3]1[N:8]=[C:7]([N:27]2[CH2:32][CH2:31][O:30][CH2:29][CH2:28]2)[N:6]=[C:5]([NH:13][C@@H:14]2[CH2:19][CH2:18][CH2:17][N:16]([C:20]([O:22][C:23]([CH3:26])([CH3:25])[CH3:24])=[O:21])[CH2:15]2)[CH:4]=1. (5) Given the reactants [CH2:1]([Li])CCC.C(NC(C)C)(C)C.[F:13][C:14]1([F:25])[CH2:19][CH2:18][CH:17]([C:20]([O:22][CH2:23][CH3:24])=[O:21])[CH2:16][CH2:15]1.IC, predict the reaction product. The product is: [F:13][C:14]1([F:25])[CH2:15][CH2:16][C:17]([CH3:1])([C:20]([O:22][CH2:23][CH3:24])=[O:21])[CH2:18][CH2:19]1. (6) Given the reactants [CH2:1]([N:3]([CH2:9][CH3:10])[CH:4]1[CH2:8][CH2:7][NH:6][CH2:5]1)[CH3:2].[CH2:11]([O:13][C:14](=[O:24])[C:15]([C:17]1[CH:22]=[CH:21][C:20]([Br:23])=[CH:19][CH:18]=1)=[CH2:16])[CH3:12], predict the reaction product. The product is: [CH2:11]([O:13][C:14](=[O:24])[CH:15]([C:17]1[CH:18]=[CH:19][C:20]([Br:23])=[CH:21][CH:22]=1)[CH2:16][N:6]1[CH2:7][CH2:8][CH:4]([N:3]([CH2:9][CH3:10])[CH2:1][CH3:2])[CH2:5]1)[CH3:12]. (7) Given the reactants C(Cl)(=O)[C:2](Cl)=[O:3].CN(C=O)C.[CH2:12]([O:14][C:15](=[O:19])[CH:16]=[N+:17]=[N-:18])[CH3:13].CCOCC, predict the reaction product. The product is: [CH2:12]([O:14][C:15](=[O:19])[C:16](=[N+:17]=[N-:18])[CH:2]=[O:3])[CH3:13]. (8) Given the reactants C(Cl)(=O)C(Cl)=O.CS(C)=O.[CH3:11][C:12]([CH3:27])([CH2:25][OH:26])[C:13]([O:15][CH2:16][C:17]1[CH:22]=[CH:21][C:20]([O:23][CH3:24])=[CH:19][CH:18]=1)=[O:14].CCN(C(C)C)C(C)C, predict the reaction product. The product is: [CH:25]([C:12]([CH3:27])([CH3:11])[C:13]([O:15][CH2:16][C:17]1[CH:18]=[CH:19][C:20]([O:23][CH3:24])=[CH:21][CH:22]=1)=[O:14])=[O:26]. (9) Given the reactants [C:1]1([S:7]([C:10]2[CH:11]=[C:12]3[C:17](=[CH:18][CH:19]=2)[C:16](=O)[CH2:15][CH2:14][CH2:13]3)(=[O:9])=[O:8])[CH:6]=[CH:5][CH:4]=[CH:3][CH:2]=1.C[Si]([C:25]#[N:26])(C)C, predict the reaction product. The product is: [C:1]1([S:7]([C:10]2[CH:11]=[C:12]3[C:17](=[CH:18][CH:19]=2)[C:16]([C:25]#[N:26])=[CH:15][CH2:14][CH2:13]3)(=[O:9])=[O:8])[CH:6]=[CH:5][CH:4]=[CH:3][CH:2]=1.